From a dataset of Catalyst prediction with 721,799 reactions and 888 catalyst types from USPTO. Predict which catalyst facilitates the given reaction. (1) Reactant: [F:1][C:2]([F:19])([F:18])[C:3]1[CH:8]=[CH:7][C:6]([N:9]2[CH:13]=[CH:12][C:11]([C:14](OC)=[O:15])=[N:10]2)=[CH:5][CH:4]=1.[H-].[Al+3].[Li+].[H-].[H-].[H-]. Product: [F:19][C:2]([F:1])([F:18])[C:3]1[CH:4]=[CH:5][C:6]([N:9]2[CH:13]=[CH:12][C:11]([CH2:14][OH:15])=[N:10]2)=[CH:7][CH:8]=1. The catalyst class is: 1. (2) Reactant: C[O:2][C:3]1[CH:8]=[CH:7][N:6]=[CH:5][CH:4]=1.[CH:9]1[CH:14]=[CH:13][C:12]([CH2:15][O:16][C:17](Cl)=[O:18])=[CH:11][CH:10]=1.Cl.[CH2:21]1[CH2:25]OC[CH2:22]1. Product: [CH2:25]([CH:7]1[CH2:8][C:3](=[O:2])[CH:4]=[CH:5][N:6]1[C:17]([O:16][CH2:15][C:12]1[CH:13]=[CH:14][CH:9]=[CH:10][CH:11]=1)=[O:18])[CH:21]=[CH2:22]. The catalyst class is: 28. (3) Reactant: [CH:1]1([C:4]2[CH:9]=[C:8]([C:10](OCC)=[O:11])[CH:7]=[C:6]([O:15][CH2:16][O:17][CH3:18])[C:5]=2[C:19]2[CH:24]=[CH:23][C:22]([F:25])=[CH:21][CH:20]=2)[CH2:3][CH2:2]1.[H-].[Al+3].[Li+].[H-].[H-].[H-].O.[OH-].[Na+]. Product: [CH:1]1([C:4]2[CH:9]=[C:8]([CH2:10][OH:11])[CH:7]=[C:6]([O:15][CH2:16][O:17][CH3:18])[C:5]=2[C:19]2[CH:24]=[CH:23][C:22]([F:25])=[CH:21][CH:20]=2)[CH2:3][CH2:2]1. The catalyst class is: 1. (4) Reactant: C(OC([N:8]1[CH2:13][CH2:12][CH:11]([CH2:14][NH:15][C:16]([O:18][CH2:19][C:20]2[CH:25]=[CH:24][CH:23]=[CH:22][CH:21]=2)=[O:17])[CH2:10][CH2:9]1)=O)(C)(C)C.[ClH:26]. Product: [ClH:26].[CH2:19]([O:18][C:16](=[O:17])[NH:15][CH2:14][CH:11]1[CH2:10][CH2:9][NH:8][CH2:13][CH2:12]1)[C:20]1[CH:25]=[CH:24][CH:23]=[CH:22][CH:21]=1. The catalyst class is: 440. (5) Reactant: [Br:1][C:2]1[CH:7]=[CH:6][C:5]([OH:8])=[C:4]([N+:9]([O-:11])=[O:10])[CH:3]=1.C(N(C(C)C)CC)(C)C.Cl[CH2:22][O:23][CH3:24]. Product: [Br:1][C:2]1[CH:7]=[CH:6][C:5]([O:8][CH2:22][O:23][CH3:24])=[C:4]([N+:9]([O-:11])=[O:10])[CH:3]=1. The catalyst class is: 3. (6) Reactant: [O:1]=[C:2]1[N:11]([CH2:12][C:13]2[CH:26]=[CH:25][C:16]([C:17]([NH:19][CH2:20][CH2:21][CH2:22][O:23][CH3:24])=[O:18])=[CH:15][CH:14]=2)[C:10](=[O:27])[C:9]2[C:4](=[CH:5][CH:6]=[CH:7][CH:8]=2)[NH:3]1.[N+:28]([C:31]1[CH:38]=[CH:37][C:34]([CH2:35]Cl)=[CH:33][CH:32]=1)([O-:30])=[O:29].C(=O)([O-])[O-].[K+].[K+]. Product: [CH3:24][O:23][CH2:22][CH2:21][CH2:20][NH:19][C:17](=[O:18])[C:16]1[CH:25]=[CH:26][C:13]([CH2:12][N:11]2[C:10](=[O:27])[C:9]3[C:4](=[CH:5][CH:6]=[CH:7][CH:8]=3)[N:3]([CH2:35][C:34]3[CH:37]=[CH:38][C:31]([N+:28]([O-:30])=[O:29])=[CH:32][CH:33]=3)[C:2]2=[O:1])=[CH:14][CH:15]=1. The catalyst class is: 85.